This data is from Catalyst prediction with 721,799 reactions and 888 catalyst types from USPTO. The task is: Predict which catalyst facilitates the given reaction. (1) Reactant: [F:1][C:2]([F:15])([F:14])[CH2:3][N:4]1[C:9](=[O:10])[C:8]2[CH:11]=[CH:12][O:13][C:7]=2[N:6]=[CH:5]1.[Br:16]Br. Product: [Br:16][C:12]1[O:13][C:7]2[N:6]=[CH:5][N:4]([CH2:3][C:2]([F:1])([F:14])[F:15])[C:9](=[O:10])[C:8]=2[CH:11]=1. The catalyst class is: 3. (2) Reactant: ClC(Cl)(Cl)CO[C:5](=[O:50])[NH:6][C:7]1[N:8]([C:34]2[CH:39]=[CH:38][CH:37]=[C:36]([O:40][CH2:41][CH2:42][O:43][CH:44]3[CH2:49][CH2:48][CH2:47][CH2:46][O:45]3)[CH:35]=2)[N:9]=[C:10]([C:12]([CH3:33])([CH3:32])[CH2:13][O:14][Si:15]([C:28]([CH3:31])([CH3:30])[CH3:29])([C:22]2[CH:27]=[CH:26][CH:25]=[CH:24][CH:23]=2)[C:16]2[CH:21]=[CH:20][CH:19]=[CH:18][CH:17]=2)[CH:11]=1.[CH3:53][C@H:54]1[CH2:59][CH2:58][CH2:57][CH2:56][N:55]1[C:60]1[N:64]2[CH:65]=[C:66]([O:69][C@H:70]3[C:79]4[C:74](=[CH:75][CH:76]=[CH:77][CH:78]=4)[C@@H:73]([NH2:80])[CH2:72][CH2:71]3)[CH:67]=[CH:68][C:63]2=[N:62][N:61]=1.CCN(C(C)C)C(C)C. Product: [Si:15]([O:14][CH2:13][C:12]([C:10]1[CH:11]=[C:7]([NH:6][C:5]([NH:80][C@@H:73]2[C:74]3[C:79](=[CH:78][CH:77]=[CH:76][CH:75]=3)[C@H:70]([O:69][C:66]3[CH:67]=[CH:68][C:63]4[N:64]([C:60]([N:55]5[CH2:56][CH2:57][CH2:58][CH2:59][C@@H:54]5[CH3:53])=[N:61][N:62]=4)[CH:65]=3)[CH2:71][CH2:72]2)=[O:50])[N:8]([C:34]2[CH:39]=[CH:38][CH:37]=[C:36]([O:40][CH2:41][CH2:42][O:43][CH:44]3[CH2:49][CH2:48][CH2:47][CH2:46][O:45]3)[CH:35]=2)[N:9]=1)([CH3:33])[CH3:32])([C:28]([CH3:29])([CH3:31])[CH3:30])([C:22]1[CH:23]=[CH:24][CH:25]=[CH:26][CH:27]=1)[C:16]1[CH:17]=[CH:18][CH:19]=[CH:20][CH:21]=1. The catalyst class is: 12. (3) Reactant: [CH3:1][C:2]1[CH:3]=[C:4]([CH:9]=[C:10]([CH3:34])[C:11]=1[CH2:12][C:13]1[CH:18]=[CH:17][C:16]([O:19][CH2:20][O:21][CH3:22])=[C:15]([C:23](=[O:33])[NH:24][CH2:25][CH2:26][C:27]2[CH:32]=[CH:31][CH:30]=[CH:29][CH:28]=2)[CH:14]=1)[C:5](OC)=[O:6].[Li+].[BH4-].CO. Product: [OH:6][CH2:5][C:4]1[CH:3]=[C:2]([CH3:1])[C:11]([CH2:12][C:13]2[CH:18]=[CH:17][C:16]([O:19][CH2:20][O:21][CH3:22])=[C:15]([CH:14]=2)[C:23]([NH:24][CH2:25][CH2:26][C:27]2[CH:32]=[CH:31][CH:30]=[CH:29][CH:28]=2)=[O:33])=[C:10]([CH3:34])[CH:9]=1. The catalyst class is: 1. (4) Reactant: [C:1]([O:5][C:6]([NH:8][C@H:9]([C:32]([O:34][C:35]([CH3:38])([CH3:37])[CH3:36])=[O:33])[CH2:10][C@H:11]([CH2:19]/[CH:20]=[CH:21]/[C:22]1[CH:27]=[CH:26][C:25]([CH2:28][CH2:29][CH2:30][OH:31])=[CH:24][CH:23]=1)[C:12]([O:14][C:15]([CH3:18])([CH3:17])[CH3:16])=[O:13])=[O:7])([CH3:4])([CH3:3])[CH3:2]. Product: [C:1]([O:5][C:6]([NH:8][C@H:9]([C:32]([O:34][C:35]([CH3:38])([CH3:37])[CH3:36])=[O:33])[CH2:10][C@H:11]([CH2:19][CH2:20][CH2:21][C:22]1[CH:27]=[CH:26][C:25]([CH2:28][CH2:29][CH2:30][OH:31])=[CH:24][CH:23]=1)[C:12]([O:14][C:15]([CH3:16])([CH3:17])[CH3:18])=[O:13])=[O:7])([CH3:2])([CH3:3])[CH3:4]. The catalyst class is: 19. (5) Reactant: [N+:1]([C:4]1[CH:16]=[CH:15][C:7]([CH2:8][N:9]2[CH2:14][CH2:13][O:12][CH2:11][CH2:10]2)=[CH:6][CH:5]=1)([O-])=O.Cl.[OH-].[Na+]. Product: [N:9]1([CH2:8][C:7]2[CH:15]=[CH:16][C:4]([NH2:1])=[CH:5][CH:6]=2)[CH2:14][CH2:13][O:12][CH2:11][CH2:10]1. The catalyst class is: 13. (6) Reactant: [CH2:1]([O:8][C:9]1[CH:10]=[C:11]([OH:23])[CH:12]=[C:13]([O:15][CH2:16][C:17]2[CH:22]=[CH:21][CH:20]=[CH:19][CH:18]=2)[CH:14]=1)[C:2]1[CH:7]=[CH:6][CH:5]=[CH:4][CH:3]=1.O.[O-2].[O-2].[O-2].O=[Si]=O.O=[Si]=O.O=[Si]=O.O=[Si]=O.[Al+3].[Al+3].[CH2:42]([O:49][C:50]1[CH:55]=[C:54](/[CH:56]=[CH:57]/[CH2:58]O)[CH:53]=[CH:52][C:51]=1[OH:60])[C:43]1[CH:48]=[CH:47][CH:46]=[CH:45][CH:44]=1. Product: [CH2:16]([O:15][C:13]1[C:12]([CH2:58]/[CH:57]=[CH:56]/[C:54]2[CH:53]=[CH:52][C:51]([OH:60])=[C:50]([O:49][CH2:42][C:43]3[CH:48]=[CH:47][CH:46]=[CH:45][CH:44]=3)[CH:55]=2)=[C:11]([OH:23])[CH:10]=[C:9]([O:8][CH2:1][C:2]2[CH:3]=[CH:4][CH:5]=[CH:6][CH:7]=2)[CH:14]=1)[C:17]1[CH:22]=[CH:21][CH:20]=[CH:19][CH:18]=1. The catalyst class is: 2.